From a dataset of Catalyst prediction with 721,799 reactions and 888 catalyst types from USPTO. Predict which catalyst facilitates the given reaction. (1) Reactant: [Cl:1][C:2]1[CH:3]=[C:4]2[C:8](=[CH:9][CH:10]=1)[C:7](=[O:11])[CH:6](SC)[CH2:5]2.[OH:14][S:15]([O-:18])(=O)=O.[K+].[CH3:20]O. Product: [Cl:1][C:2]1[CH:3]=[C:4]2[C:8](=[CH:9][CH:10]=1)[C:7](=[O:11])[CH:6]([S:15]([CH3:20])(=[O:18])=[O:14])[CH2:5]2. The catalyst class is: 6. (2) Reactant: Br[CH2:2][C:3]1[CH:8]=[CH:7][C:6]([C:9]2[CH:14]=[CH:13][CH:12]=[C:11]([S:15]([NH2:18])(=[O:17])=[O:16])[CH:10]=2)=[CH:5][CH:4]=1.C(=O)(O)[O-].[Na+].[C:24]([OH:27])(=[S:26])[CH3:25]. The catalyst class is: 10. Product: [S:15]([C:11]1[CH:10]=[C:9]([C:6]2[CH:7]=[CH:8][C:3]([CH2:2][S:26][C:24](=[O:27])[CH3:25])=[CH:4][CH:5]=2)[CH:14]=[CH:13][CH:12]=1)(=[O:17])(=[O:16])[NH2:18]. (3) Reactant: [CH:1]1([O:7][C:8](=[O:29])[CH2:9][CH2:10][C@@H:11]([CH2:27][OH:28])[CH2:12][C@H:13]2[CH2:17][O:16][C:15]([CH3:19])([CH3:18])[N:14]2[C:20]([O:22][C:23]([CH3:26])([CH3:25])[CH3:24])=[O:21])[CH2:6][CH2:5][CH2:4][CH2:3][CH2:2]1.[S:30](Cl)([C:33]1[CH:39]=[CH:38][C:36]([CH3:37])=[CH:35][CH:34]=1)(=[O:32])=[O:31]. Product: [CH:1]1([O:7][C:8](=[O:29])[CH2:9][CH2:10][C@@H:11]([CH2:27][O:28][S:30]([C:33]2[CH:39]=[CH:38][C:36]([CH3:37])=[CH:35][CH:34]=2)(=[O:32])=[O:31])[CH2:12][C@H:13]2[CH2:17][O:16][C:15]([CH3:18])([CH3:19])[N:14]2[C:20]([O:22][C:23]([CH3:24])([CH3:26])[CH3:25])=[O:21])[CH2:2][CH2:3][CH2:4][CH2:5][CH2:6]1. The catalyst class is: 377.